Dataset: Antibody developability classification from SAbDab with 2,409 antibodies. Task: Regression/Classification. Given an antibody's heavy chain and light chain sequences, predict its developability. TAP uses regression for 5 developability metrics; SAbDab uses binary classification. (1) The antibody is ['EVQLVESGGGLVQPGRSLRLSCAASGFTFDDGAMHWVRQAPGKGLEWVSGISWNSNIIAYADSVKGRFTISRDNAKNSLYLEMNSLRVEDTALYYCAKDSPRGELPLNYWGQGTLVTVSS', 'SYELTQPPSVSVSPGQTARITCSGDALPKNYAYWYQQKSGQAPVLVIYEDSKRPSGIPERFSGSSSGTMATLTISGAQVEDEADYYCYSTDSSGNHRVFGGGTKLTVL']. Result: 0 (not developable). (2) Result: 0 (not developable). The antibody is ['EVKLVESGGGLVKLGGSLKLSCAASGFTFSSYYMSWVRQTPEKRLELVAAINSNGGNTYYPDTVKGLFTISRDNAKNTLYLQMSRLKSEDTALYYCTRLYGNYVRIHTMDYWGQGTSVTVSS', 'DIVLTQSTSSLSASLGDRVTITCRASQDIRNYLSWYQQRPDGTVKLLIYYTSKLHSGVPSRFSGSGSGTDYSLTITNLEQEDIATYFCQQGKTLPLYTFGGGTKLEIK']. (3) The antibody is ['EVKLVESGGGLVQPGGSLSLSCAASGFTFTDYYMTWVRQPPGKALEWLALIRNKASGYTTEYSASVKGRFTISRDNSQSILYLQMNALRAEDSATYYCTRAKWDGHYFDYWGQGTTLTVSS', 'DIQMTQSPASLSVSVGETVTITCRATKNIYNNLAWYQQKQGRSPQLLVYAATNLADGVPSRFSGSGSGTQFSLRINSLQSEDFGNYYCQHFWHTPWTFGGGTKLEIK']. Result: 1 (developable). (4) The antibody is ['QVQLLESGGGLVQPGGSLRLSCAASGFTFSSYAMSWVRQAPGKGLEWVSTISLTSGFTYYADSVKGRFTISRDNSKNTLYLQMNSLRAEDTAVYYCARQLTLDVWGQGTLVTVSS', 'QSVLTQPPSVSVAPGQTARISCSGDNLGDKYANWYQQKPGQAPVLVIYDDIDRPSGIPERFSGSNSGNTATLTISGTQAEDEADYYCGSYDFFLGMIVFGGGTKLTVL']. Result: 0 (not developable). (5) The antibody is ['QVQLKQSGPGLVAPSQSLSITCTVSGFSLTGYGVNWVRQSPGKGLEWLGMIWGDGRTDYKSALKSRLSITKDNSKSQVFLKMNSLQTDDTARYFCASDYYGSGSFAYWGQGTLVTVSA', 'DVVMTQSHKFMSTSVGDRVSITCKASQDVSTAVAWYQQKSGQSPKLLIHSASYRYTGVPDRFTGSGSGTDFTFTISSVQAEDLAVYYCQQHYSIPLTFGAGTKLELK']. Result: 0 (not developable). (6) The antibody is ['QVQLVQSGAAVRKPGASVTVSCKFAEDDDYSPYWVNPAPEHFIHFLRQAPGQQLEWLAWMNPTNGAVNYAWYLNGRVTATRDRSMTTAFLEVKSLRSDDTAVYYCARAQKRGRSEWAYAHWGQGTPVVVSS', 'DIQMTQSPSSLSASLGDRVTITCQASRGIGKDLNWYQQKAGKAPKLLVSDASTLEGGVPSRFSGSGFHQNFSLTISSLQAEDVATYFCQQYETFGQGTKVDIK']. Result: 0 (not developable). (7) The antibody is ['QDQLQQSGAELVRPGASVKLSCKALGYIFTDYEIHWVKQTPVHGLEWIGGIHPGSSGTAYNQKFKGKATLTADKSSTTAFMELSSLTSEDSAVYYCTRKDYWGQGTLVTVSA', 'DIKMTQSPSSMYTSLGERVTITCKASQDINSFLTWFLQKPGKSPKTLIYRANRLMIGVPSRFSGSGSGQTYSLTISSLEYEDMGIYYCLQYDDFPLTFGAGTKLDLK']. Result: 0 (not developable). (8) The antibody is ['QVQLQESGPGLVKPSETLSVTCAVSGVSFSSFWWGWIRQSPGKGLEWIGTIYGSSGRGEYNPSLKSRTTISRDTSKSQISLELTSVTAADTAIYYCSRGLFQPNGFSFTLTSYWFDVWGPGVPVTVSS', 'DIQVTQSPSSLSASVGDTVTISCRTSQTISTWLAWYQVKPGKAPKLLIYTASSLESGVPSRFSGSGSGTDFTLTISTLQSEDFATYYCQQYISLPPTFGLGTKVEIK']. Result: 0 (not developable). (9) Result: 0 (not developable). The antibody is ['2atk', 'PROT_7E7F8549'].